This data is from Reaction yield outcomes from USPTO patents with 853,638 reactions. The task is: Predict the reaction yield, written as a fraction of the theoretical maximum amount of product (1.0 means a 100% yield; for example, 0.34 means a 34% yield). The reactants are [CH2:1]([N:8]([CH2:12][C:13]1[C:18](Cl)=[N:17][C:16]([N:20]([CH2:22][CH:23]2[CH2:25][CH2:24]2)[CH3:21])=[CH:15][N:14]=1)[CH2:9][CH2:10][OH:11])[C:2]1[CH:7]=[CH:6][CH:5]=[CH:4][CH:3]=1.CC(C)([O-])C.[K+].O. The catalyst is CN(C=O)C. The product is [CH2:1]([N:8]1[CH2:12][C:13]2[N:14]=[CH:15][C:16]([N:20]([CH2:22][CH:23]3[CH2:25][CH2:24]3)[CH3:21])=[N:17][C:18]=2[O:11][CH2:10][CH2:9]1)[C:2]1[CH:7]=[CH:6][CH:5]=[CH:4][CH:3]=1. The yield is 0.790.